The task is: Predict the reactants needed to synthesize the given product.. This data is from Full USPTO retrosynthesis dataset with 1.9M reactions from patents (1976-2016). Given the product [NH2:21][CH2:22][C:23]1[CH:28]=[CH:27][C:26]([C:2]2[N:6]3[N:7]=[C:8]([NH:11][CH2:12][CH2:13][CH2:14][N:15]4[CH2:19][CH2:18][CH2:17][C:16]4=[O:20])[CH:9]=[CH:10][C:5]3=[N:4][CH:3]=2)=[CH:25][CH:24]=1, predict the reactants needed to synthesize it. The reactants are: Br[C:2]1[N:6]2[N:7]=[C:8]([NH:11][CH2:12][CH2:13][CH2:14][N:15]3[CH2:19][CH2:18][CH2:17][C:16]3=[O:20])[CH:9]=[CH:10][C:5]2=[N:4][CH:3]=1.[NH2:21][CH2:22][C:23]1[CH:28]=[CH:27][C:26](B(O)O)=[CH:25][CH:24]=1.